From a dataset of Forward reaction prediction with 1.9M reactions from USPTO patents (1976-2016). Predict the product of the given reaction. (1) Given the reactants O.NN.[CH3:4][C:5]1([CH3:20])[CH2:11][CH2:10][C:9](=[O:12])[NH:8][C:7]2[CH:13]=[CH:14][C:15]([N+:17]([O-])=O)=[CH:16][C:6]1=2, predict the reaction product. The product is: [NH2:17][C:15]1[CH:14]=[CH:13][C:7]2[NH:8][C:9](=[O:12])[CH2:10][CH2:11][C:5]([CH3:20])([CH3:4])[C:6]=2[CH:16]=1. (2) Given the reactants [CH2:1]([N:5]1[C:10](=[O:11])[CH2:9][C:8](=[O:12])[N:7]([CH2:13][C:14]2[CH:19]=[CH:18][CH:17]=[CH:16][CH:15]=2)[C:6]1=[O:20])[CH2:2][CH2:3]C.C(N(C(C)C)CC)(C)C.[N:30]([CH2:33][C:34]([O:36]CC)=[O:35])=[C:31]=[O:32], predict the reaction product. The product is: [OH:11][C:10]1[N:5]([CH2:1][CH2:2][CH3:3])[C:6](=[O:20])[N:7]([CH2:13][C:14]2[CH:15]=[CH:16][CH:17]=[CH:18][CH:19]=2)[C:8](=[O:12])[C:9]=1[C:31]([NH:30][CH2:33][C:34]([OH:36])=[O:35])=[O:32]. (3) Given the reactants Cl[C:2]1[C:3]2[N:10]([CH2:11][CH3:12])[CH:9]=[CH:8][C:4]=2[N:5]=[CH:6][N:7]=1.[NH2:13][C:14]1[CH:19]=[CH:18][C:17]([OH:20])=[CH:16][C:15]=1[Cl:21].C(=O)([O-])[O-].[Cs+].[Cs+].CN1CCCC1=O, predict the reaction product. The product is: [Cl:21][C:15]1[CH:16]=[C:17]([O:20][C:2]2[C:3]3[N:10]([CH2:11][CH3:12])[CH:9]=[CH:8][C:4]=3[N:5]=[CH:6][N:7]=2)[CH:18]=[CH:19][C:14]=1[NH2:13]. (4) Given the reactants [OH:1][CH2:2][C:3]([CH2:8][OH:9])([CH2:6][OH:7])[CH2:4][OH:5].[C:10](OCC)(OCC)(OCC)[CH3:11].O.C1(C)C=CC(S(O)(=O)=O)=CC=1.C(N(CC)CC)C, predict the reaction product. The product is: [CH3:10][C:11]12[O:7][CH2:6][C:3]([CH2:8][OH:9])([CH2:4][O:5]1)[CH2:2][O:1]2. (5) Given the reactants CC[C@H]1[C@H]2C[C@H]([C@H](OC3C4C(=CC=CC=4)C(O[C@H](C4C=CN=C5C=4C=C(OC)C=C5)[C@@H]4N5C[C@H](CC)[C@@H](CC5)C4)=NN=3)C3C=CN=C4C=3C=C(OC)C=C4)N(CC2)C1.[OH:59][CH2:60]/[C:61](/[CH3:90])=[CH:62]/[CH2:63][CH2:64][C@H:65]([C@@H:67]1[C@:83]2([CH3:84])[C@:70]([CH3:89])([C:71]3[C:80](=[CH:81][CH2:82]2)[C@:79]2([CH3:85])[CH:74]([C:75]([CH3:88])([CH3:87])[C:76](=[O:86])[CH2:77][CH2:78]2)[CH2:73][CH:72]=3)[CH2:69][CH2:68]1)[CH3:66].CC[C@@H]1[C@@H]2C[C@H]([C@@H](OC3C4C(=CC=CC=4)C(O[C@@H](C4C=CN=C5C=4C=C(OC)C=C5)[C@@H]4N5C[C@H](CC)[C@@H](CC5)C4)=NN=3)C3C=CN=C4C=3C=C(OC)C=C4)N(CC2)C1, predict the reaction product. The product is: [OH:59][CH2:60]/[C:61](/[CH3:90])=[CH:62]\[CH2:63][CH2:64][C@H:65]([C@@H:67]1[C@:83]2([CH3:84])[C@:70]([CH3:89])([C:71]3[C:80](=[CH:81][CH2:82]2)[C@:79]2([CH3:85])[CH:74]([C:75]([CH3:88])([CH3:87])[C:76](=[O:86])[CH2:77][CH2:78]2)[CH2:73][CH:72]=3)[CH2:69][CH2:68]1)[CH3:66].